This data is from Full USPTO retrosynthesis dataset with 1.9M reactions from patents (1976-2016). The task is: Predict the reactants needed to synthesize the given product. (1) Given the product [Br:1][C:2]1[CH:9]=[CH:8][C:7]([Cl:10])=[CH:6][C:3]=1[C:4]1([NH2:5])[CH2:12][CH2:11]1, predict the reactants needed to synthesize it. The reactants are: [Br:1][C:2]1[CH:9]=[CH:8][C:7]([Cl:10])=[CH:6][C:3]=1[C:4]#[N:5].[CH3:11][CH2:12][Mg+].[Br-].B(F)(F)F.CCOCC. (2) Given the product [C:30]([C:14]1[C:11]2[CH2:12][CH2:13][NH:8][CH2:9][C:10]=2[S:16][C:15]=1[NH:17][C:18](=[O:29])[CH2:19][CH2:20][C:21]1[CH:26]=[CH:25][CH:24]=[CH:23][C:22]=1[O:27][CH3:28])#[N:31], predict the reactants needed to synthesize it. The reactants are: C(OC([N:8]1[CH2:13][CH2:12][C:11]2[C:14]([C:30]#[N:31])=[C:15]([NH:17][C:18](=[O:29])[CH2:19][CH2:20][C:21]3[CH:26]=[CH:25][CH:24]=[CH:23][C:22]=3[O:27][CH3:28])[S:16][C:10]=2[CH2:9]1)=O)(C)(C)C.FC(F)(F)C(O)=O. (3) Given the product [CH3:7][C:6]1[S:5][C:4]([C:8]([O:10][CH3:11])=[O:9])=[CH:3][C:2]=1[C:23]1[N:19]([CH3:18])[N:20]=[CH:21][CH:22]=1, predict the reactants needed to synthesize it. The reactants are: Br[C:2]1[CH:3]=[C:4]([C:8]([O:10][CH3:11])=[O:9])[S:5][C:6]=1[CH3:7].C(=O)([O-])[O-].[K+].[K+].[CH3:18][N:19]1[C:23](B2OC(C)(C)C(C)(C)O2)=[CH:22][CH:21]=[N:20]1. (4) Given the product [CH2:7]([O:9][C:10]1[N:18]=[CH:17][C:16]([I:19])=[CH:15][C:11]=1[C:12]([NH2:21])=[O:13])[CH3:8], predict the reactants needed to synthesize it. The reactants are: C(Cl)(=O)C(Cl)=O.[CH2:7]([O:9][C:10]1[N:18]=[CH:17][C:16]([I:19])=[CH:15][C:11]=1[C:12](O)=[O:13])[CH3:8].C[N:21](C)C=O.